Dataset: Experimentally validated miRNA-target interactions with 360,000+ pairs, plus equal number of negative samples. Task: Binary Classification. Given a miRNA mature sequence and a target amino acid sequence, predict their likelihood of interaction. The miRNA is hsa-miR-660-5p with sequence UACCCAUUGCAUAUCGGAGUUG. The protein sequence of the target gene is MVSDEDELNLLVIVVDANPIWWGKQALKESQFTLSKCIDAVMVLGNSHLFMNRSNKLAVIASHIQESRFLYPGKNGRLGDFFGDPGNPPEFNPSGSKDGKYELLTSANEVIVEEIKDLMTKSDIKGQHTETLLAGSLAKALCYIHRMNKEVKDNQEMKSRILVIKAAEDSALQYMNFMNVIFAAQKQNILIDACVLDSDSGLLQQACDITGGLYLKVPQMPSLLQYLLWVFLPDQDQRSQLILPPPVHVDYRAACFCHRNLIEIGYVCSVCLSIFCNFSPICTTCETAFKISLPPVLKAK.... Result: 0 (no interaction).